From a dataset of Forward reaction prediction with 1.9M reactions from USPTO patents (1976-2016). Predict the product of the given reaction. (1) Given the reactants [Cl:1][C:2]1[CH:27]=[CH:26][C:5]([CH2:6][N:7]2[C:15]3[C:10](=[CH:11][C:12]([CH:16]=[C:17]4[S:21][C:20](SCC)=[N:19][C:18]4=[O:25])=[CH:13][CH:14]=3)[CH:9]=[N:8]2)=[C:4]([C:28]([F:31])([F:30])[F:29])[CH:3]=1.[F:32][C:33]([F:42])([F:41])[CH2:34][N:35]1[CH2:40][CH2:39][NH:38][CH2:37][CH2:36]1, predict the reaction product. The product is: [Cl:1][C:2]1[CH:27]=[CH:26][C:5]([CH2:6][N:7]2[C:15]3[C:10](=[CH:11][C:12]([CH:16]=[C:17]4[S:21][C:20]([N:38]5[CH2:37][CH2:36][N:35]([CH2:34][C:33]([F:41])([F:42])[F:32])[CH2:40][CH2:39]5)=[N:19][C:18]4=[O:25])=[CH:13][CH:14]=3)[CH:9]=[N:8]2)=[C:4]([C:28]([F:31])([F:29])[F:30])[CH:3]=1. (2) Given the reactants I[C:2]1[C:14]2[C:5](=[CH:6][C:7]3[NH:8][C:9](=[O:23])[N:10]([CH:15]([C:17]4[CH:22]=[CH:21][CH:20]=[CH:19][CH:18]=4)[CH3:16])[CH2:11][C:12]=3[N:13]=2)[N:4]([CH2:24][O:25][CH2:26][CH2:27][Si:28]([CH3:31])([CH3:30])[CH3:29])[N:3]=1.C(=O)([O-])[O-].[K+].[K+].[CH3:38][C:39]1[CH:44]=[C:43](B(O)O)[CH:42]=[CH:41][N:40]=1, predict the reaction product. The product is: [CH3:38][C:39]1[CH:44]=[C:43]([C:2]2[C:14]3[C:5](=[CH:6][C:7]4[NH:8][C:9](=[O:23])[N:10]([CH:15]([C:17]5[CH:22]=[CH:21][CH:20]=[CH:19][CH:18]=5)[CH3:16])[CH2:11][C:12]=4[N:13]=3)[N:4]([CH2:24][O:25][CH2:26][CH2:27][Si:28]([CH3:31])([CH3:30])[CH3:29])[N:3]=2)[CH:42]=[CH:41][N:40]=1. (3) Given the reactants C([Si](C(C)C)(C(C)C)[C:5]#[C:6][C:7]1[CH:12]=[C:11]([N+:13]([O-:15])=[O:14])[CH:10]=[C:9]([O:16][CH2:17][CH2:18][O:19][CH2:20][CH2:21][O:22][CH2:23][CH2:24][O:25][CH3:26])[CH:8]=1)(C)C.C1COCC1, predict the reaction product. The product is: [C:6]([C:7]1[CH:12]=[C:11]([N+:13]([O-:15])=[O:14])[CH:10]=[C:9]([O:16][CH2:17][CH2:18][O:19][CH2:20][CH2:21][O:22][CH2:23][CH2:24][O:25][CH3:26])[CH:8]=1)#[CH:5]. (4) Given the reactants [C:1]([CH2:3][CH2:4][C:5]1[CH:10]=[CH:9][N:8]=[C:7]([C:11]#[N:12])[CH:6]=1)#[N:2].[C:13](OC)(=[O:21])[C:14]1[C:15](=[CH:17][CH:18]=[CH:19][CH:20]=1)[SH:16].C(N(CC)CC)C, predict the reaction product. The product is: [O:21]=[C:13]1[C:14]2[CH:20]=[CH:19][CH:18]=[CH:17][C:15]=2[S:16][C:11]([C:7]2[CH:6]=[C:5]([CH2:4][CH2:3][C:1]#[N:2])[CH:10]=[CH:9][N:8]=2)=[N:12]1. (5) Given the reactants [CH:1]1[N:5]=[CH:4][N:3]([C:6]([N:8]2C=N[CH:10]=[CH:9]2)=[O:7])[CH:2]=1.C(N(CC)CC)C.Cl.Cl.[N:22]1([C:29]2[CH:34]=[CH:33][CH:32]=[CH:31][N:30]=2)[CH2:27]CC(N)[CH2:24][CH2:23]1, predict the reaction product. The product is: [N:22]1([C:29]2[CH:34]=[CH:33][CH:32]=[CH:31][N:30]=2)[CH2:27][CH2:10][CH:9]([NH:8][C:6]([N:3]2[CH:2]=[CH:1][N:5]=[CH:4]2)=[O:7])[CH2:24][CH2:23]1. (6) Given the reactants C(C1N=C(N2CCOCC2)C2N=NN(CC3C=CC=CC=3Cl)C=2N=1)(C)(C)C.[C:28]([C:32]1[N:33]=[C:34](Cl)[C:35]2[N:40]=[N:39][N:38]([CH2:41][C:42]3[CH:47]=[CH:46][CH:45]=[CH:44][C:43]=3[Cl:48])[C:36]=2[N:37]=1)([CH3:31])([CH3:30])[CH3:29].[CH3:50][N:51]([CH:55]1[CH2:59][CH2:58][NH:57][CH2:56]1)[C:52](=[O:54])[CH3:53], predict the reaction product. The product is: [C:28]([C:32]1[N:33]=[C:34]([N:57]2[CH2:58][CH2:59][CH:55]([N:51]([CH3:50])[C:52](=[O:54])[CH3:53])[CH2:56]2)[C:35]2[N:40]=[N:39][N:38]([CH2:41][C:42]3[CH:47]=[CH:46][CH:45]=[CH:44][C:43]=3[Cl:48])[C:36]=2[N:37]=1)([CH3:31])([CH3:30])[CH3:29]. (7) Given the reactants [Br:1][C:2]1[CH:3]=[C:4]([C:7]([CH3:12])([CH3:11])[C:8](O)=[O:9])[S:5][CH:6]=1.C(N(CC)CC)C.ClC(OCC)=O.[N-:26]=[N+:27]=[N-:28].[Na+], predict the reaction product. The product is: [Br:1][C:2]1[CH:3]=[C:4]([C:7]([CH3:12])([CH3:11])[C:8]([N:26]=[N+:27]=[N-:28])=[O:9])[S:5][CH:6]=1. (8) Given the reactants [CH2:1]([C:3]1[CH:8]=[CH:7][CH:6]=[C:5]([CH2:9][CH3:10])[C:4]=1[C:11]1[CH:20]=[CH:19][C:18]2[C:17](=[O:21])[CH2:16][CH2:15][CH2:14][C:13]=2[N:12]=1)[CH3:2].[BH4-].[Na+], predict the reaction product. The product is: [CH2:1]([C:3]1[CH:8]=[CH:7][CH:6]=[C:5]([CH2:9][CH3:10])[C:4]=1[C:11]1[CH:20]=[CH:19][C:18]2[CH:17]([OH:21])[CH2:16][CH2:15][CH2:14][C:13]=2[N:12]=1)[CH3:2]. (9) The product is: [C:13]1([S:10]([C:1](=[CH:24][C:23]2[CH:26]=[CH:27][C:20]([F:19])=[CH:21][CH:22]=2)[C:2]([C:4]2[CH:5]=[CH:6][CH:7]=[CH:8][CH:9]=2)=[O:3])(=[O:11])=[O:12])[CH:18]=[CH:17][CH:16]=[CH:15][CH:14]=1. Given the reactants [CH2:1]([S:10]([C:13]1[CH:18]=[CH:17][CH:16]=[CH:15][CH:14]=1)(=[O:12])=[O:11])[C:2]([C:4]1[CH:9]=[CH:8][CH:7]=[CH:6][CH:5]=1)=[O:3].[F:19][C:20]1[CH:27]=[CH:26][C:23]([CH:24]=O)=[CH:22][CH:21]=1, predict the reaction product.